From a dataset of NCI-60 drug combinations with 297,098 pairs across 59 cell lines. Regression. Given two drug SMILES strings and cell line genomic features, predict the synergy score measuring deviation from expected non-interaction effect. Drug 1: C1=CC(=CC=C1C#N)C(C2=CC=C(C=C2)C#N)N3C=NC=N3. Drug 2: CC1C(C(CC(O1)OC2CC(CC3=C2C(=C4C(=C3O)C(=O)C5=CC=CC=C5C4=O)O)(C(=O)C)O)N)O. Cell line: SF-539. Synergy scores: CSS=60.1, Synergy_ZIP=9.98, Synergy_Bliss=6.64, Synergy_Loewe=4.98, Synergy_HSA=8.86.